Dataset: Full USPTO retrosynthesis dataset with 1.9M reactions from patents (1976-2016). Task: Predict the reactants needed to synthesize the given product. (1) Given the product [Cl:27][CH2:14][C:11]1[CH:12]=[CH:13][C:8]([CH2:7][N:5]2[CH:6]=[C:2]([CH3:1])[CH:3]=[N:4]2)=[CH:9][CH:10]=1, predict the reactants needed to synthesize it. The reactants are: [CH3:1][C:2]1[CH:3]=[N:4][N:5]([CH2:7][C:8]2[CH:13]=[CH:12][C:11]([CH2:14]O)=[CH:10][CH:9]=2)[CH:6]=1.C(N(CC)CC)C.CS([Cl:27])(=O)=O. (2) Given the product [Cl:22][C:4]1[CH:3]=[C:2]([NH:23][C:24]2[CH:29]=[CH:28][CH:27]=[CH:26][CH:25]=2)[CH:21]=[CH:20][C:5]=1[CH2:6][CH:7]1[CH2:12][CH2:11][N:9]([CH:13]2[CH2:14][CH2:15][CH2:16][CH2:17][CH2:18]2)[C:8]1=[O:19], predict the reactants needed to synthesize it. The reactants are: Br[C:2]1[CH:21]=[CH:20][C:5]([CH2:6][CH:7]2[CH2:12][CH2:11]C[N:9]([CH:13]3[CH2:18][CH2:17][CH2:16][CH2:15][CH2:14]3)[C:8]2=[O:19])=[C:4]([Cl:22])[CH:3]=1.[NH2:23][C:24]1[CH:29]=[CH:28][CH:27]=[CH:26][CH:25]=1.